Dataset: Forward reaction prediction with 1.9M reactions from USPTO patents (1976-2016). Task: Predict the product of the given reaction. (1) The product is: [Br:1][C:2]1[CH:7]=[C:6]([CH3:8])[C:5]([N:9]2[C:13]3=[N:14][C:15]([CH3:31])=[CH:16][C:17]([N:18]4[CH2:23][CH2:22][CH:21]([CH2:24][CH2:25][I:35])[CH2:20][CH2:19]4)=[C:12]3[C:11]([CH3:32])=[CH:10]2)=[C:4]([CH3:33])[CH:3]=1. Given the reactants [Br:1][C:2]1[CH:7]=[C:6]([CH3:8])[C:5]([N:9]2[C:13]3=[N:14][C:15]([CH3:31])=[CH:16][C:17]([N:18]4[CH2:23][CH2:22][CH:21]([CH2:24][CH2:25]OS(C)(=O)=O)[CH2:20][CH2:19]4)=[C:12]3[C:11]([CH3:32])=[CH:10]2)=[C:4]([CH3:33])[CH:3]=1.[Na+].[I-:35].O, predict the reaction product. (2) Given the reactants [N+:1]([C:4]1[CH:5]=[N:6][CH:7]=[CH:8][C:9]=1[N:10]1[CH2:14][CH2:13][C@H:12]([NH:15][C:16](=[O:22])[O:17][C:18]([CH3:21])([CH3:20])[CH3:19])[CH2:11]1)([O-])=O.[NH4+].[Cl-].CCO, predict the reaction product. The product is: [NH2:1][C:4]1[CH:5]=[N:6][CH:7]=[CH:8][C:9]=1[N:10]1[CH2:14][CH2:13][C@H:12]([NH:15][C:16](=[O:22])[O:17][C:18]([CH3:20])([CH3:19])[CH3:21])[CH2:11]1.